This data is from Forward reaction prediction with 1.9M reactions from USPTO patents (1976-2016). The task is: Predict the product of the given reaction. (1) Given the reactants O1CCCC1.[CH:6]1([CH2:9][OH:10])[CH2:8][CH2:7]1.[H-].[Na+].[Br:13][C:14]1[N:23]([CH2:24][O:25][CH2:26][CH2:27][Si:28]([CH3:31])([CH3:30])[CH3:29])[C:17]2[CH:18]=[N:19][NH:20][C:21](=[O:22])[C:16]=2[C:15]=1[CH2:32]Br, predict the reaction product. The product is: [Br:13][C:14]1[N:23]([CH2:24][O:25][CH2:26][CH2:27][Si:28]([CH3:31])([CH3:30])[CH3:29])[C:17]2[CH:18]=[N:19][NH:20][C:21](=[O:22])[C:16]=2[C:15]=1[CH2:32][O:10][CH2:9][CH:6]1[CH2:8][CH2:7]1. (2) Given the reactants [Cl:1][C:2]1[CH:23]=[CH:22][C:5]([CH2:6][NH:7][C:8]([C:10]2[C:11](=[O:21])[C:12]3[CH:19]=[C:18](I)[S:17][C:13]=3[N:14]([CH3:16])[CH:15]=2)=[O:9])=[CH:4][CH:3]=1.[CH2:24]([OH:27])[C:25]#[CH:26], predict the reaction product. The product is: [Cl:1][C:2]1[CH:23]=[CH:22][C:5]([CH2:6][NH:7][C:8]([C:10]2[C:11](=[O:21])[C:12]3[CH:19]=[C:18]([C:26]#[C:25][CH2:24][OH:27])[S:17][C:13]=3[N:14]([CH3:16])[CH:15]=2)=[O:9])=[CH:4][CH:3]=1. (3) Given the reactants [CH3:1][C:2]([C:4]1[CH:9]=[CH:8][C:7]([Br:10])=[CH:6][CH:5]=1)=O.[C:11]([O:15][C:16](=[O:25])[C@@H:17]([NH2:24])[CH2:18][O:19][C:20]([CH3:23])([CH3:22])[CH3:21])([CH3:14])([CH3:13])[CH3:12].B(F)(F)F.[BH4-].[Na+].[OH-].[Na+], predict the reaction product. The product is: [C:11]([O:15][C:16](=[O:25])[C@@H:17]([NH:24][CH:2]([C:4]1[CH:9]=[CH:8][C:7]([Br:10])=[CH:6][CH:5]=1)[CH3:1])[CH2:18][O:19][C:20]([CH3:23])([CH3:22])[CH3:21])([CH3:14])([CH3:12])[CH3:13].